This data is from Forward reaction prediction with 1.9M reactions from USPTO patents (1976-2016). The task is: Predict the product of the given reaction. (1) The product is: [CH3:25][O:24][CH2:23][CH2:22][N:11]1[CH2:12][C@H:13]([C:16]2[CH:17]=[CH:18][CH:19]=[CH:20][CH:21]=2)[CH2:14][CH2:15][C@@H:9]([NH:8][C:28]([N:55]2[CH2:56][CH2:57][CH:52]([N:44]3[C:45]4[C:46](=[N:47][CH:48]=[CH:49][CH:50]=4)[NH:51][C:43]3=[O:42])[CH2:53][CH2:54]2)=[O:29])[C:10]1=[O:26]. Given the reactants C(N(CC)CC)C.[NH2:8][C@@H:9]1[CH2:15][CH2:14][C@@H:13]([C:16]2[CH:21]=[CH:20][CH:19]=[CH:18][CH:17]=2)[CH2:12][N:11]([CH2:22][CH2:23][O:24][CH3:25])[C:10]1=[O:26].Cl[C:28](OC1C=CC([N+]([O-])=O)=CC=1)=[O:29].Cl.Cl.[O:42]=[C:43]1[NH:51][C:46]2=[N:47][CH:48]=[CH:49][CH:50]=[C:45]2[N:44]1[CH:52]1[CH2:57][CH2:56][NH:55][CH2:54][CH2:53]1.C(N(C(C)C)CC)(C)C.C(=O)([O-])[O-].[Na+].[Na+], predict the reaction product. (2) Given the reactants [NH2:1][CH2:2][CH2:3][N:4]1[CH:8]=[CH:7][C:6]([C:9]2[CH:16]=[CH:15][C:12]([C:13]#[N:14])=[C:11]([N+:17]([O-:19])=[O:18])[CH:10]=2)=[N:5]1.[N:20]1[CH:25]=[CH:24][CH:23]=[C:22]([C:26]2[CH:30]=[C:29]([C:31](O)=[O:32])[NH:28][N:27]=2)[CH:21]=1, predict the reaction product. The product is: [C:13]([C:12]1[CH:15]=[CH:16][C:9]([C:6]2[CH:7]=[CH:8][N:4]([CH2:3][CH2:2][NH:1][C:31]([C:29]3[CH:30]=[C:26]([C:22]4[CH:21]=[N:20][CH:25]=[CH:24][CH:23]=4)[NH:27][N:28]=3)=[O:32])[N:5]=2)=[CH:10][C:11]=1[N+:17]([O-:19])=[O:18])#[N:14]. (3) Given the reactants [C:1]([O:5][C:6]([N:8]([CH3:10])[NH2:9])=[O:7])([CH3:4])([CH3:3])[CH3:2].[Cl:11][C:12]1[C:17]([Cl:18])=[CH:16][C:15]([Cl:19])=[CH:14][C:13]=1B(O)O.C(N(CC)CC)C, predict the reaction product. The product is: [C:1]([O:5][C:6]([N:8]([CH3:10])[NH:9][C:13]1[CH:14]=[C:15]([Cl:19])[CH:16]=[C:17]([Cl:18])[C:12]=1[Cl:11])=[O:7])([CH3:4])([CH3:3])[CH3:2]. (4) Given the reactants C[O:2][C:3](=[O:30])[CH2:4][CH2:5][C@H:6]([C@@H:8]1[C@:25]2([CH3:26])[C@H:11]([C:12]3[C@H:22]([CH2:23][CH2:24]2)[C@:20]2([CH3:21])[C:15]([C:16]([CH3:29])([CH3:28])[C@@H:17]([OH:27])[CH2:18][CH2:19]2)=[CH:14][CH:13]=3)[CH2:10][CH2:9]1)[CH3:7].C1COCC1.[OH-].[Na+], predict the reaction product. The product is: [OH:27][C@H:17]1[CH2:18][CH2:19][C@@:20]2([CH3:21])[C:15](=[CH:14][CH:13]=[C:12]3[C@@H:22]2[CH2:23][CH2:24][C@@:25]2([CH3:26])[C@H:11]3[CH2:10][CH2:9][C@@H:8]2[C@H:6]([CH3:7])[CH2:5][CH2:4][C:3]([OH:30])=[O:2])[C:16]1([CH3:28])[CH3:29]. (5) Given the reactants [CH2:1](Br)[CH2:2][CH:3]=C.[CH3:6][N:7]1[C:13]2[CH:14]=[CH:15][CH:16]=[CH:17][C:12]=2[C:11]([C:18]2[CH:23]=[CH:22][CH:21]=[CH:20][CH:19]=2)=[N:10][CH:9]([NH:24][C:25](=[O:47])[C@H:26]([CH2:43][CH:44]([CH3:46])[CH3:45])[C@H:27]([CH2:40]C=C)[C:28]([NH:30]CC2C=C(F)C=C(F)C=2)=[O:29])[C:8]1=[O:48].C([O-])(=O)CCC([O-])=O.CN1C2C=CC=CC=2C(C2C=CC=CC=2)=NC(N)C1=O, predict the reaction product. The product is: [CH3:6][N:7]1[C:13]2[CH:14]=[CH:15][CH:16]=[CH:17][C:12]=2[C:11]([C:18]2[CH:23]=[CH:22][CH:21]=[CH:20][CH:19]=2)=[N:10][C@H:9]([NH:24][C:25](=[O:47])[C@H:26]([CH2:43][CH:44]([CH3:45])[CH3:46])[C@H:27]([CH2:40][CH2:3][CH:2]=[CH2:1])[C:28]([NH2:30])=[O:29])[C:8]1=[O:48]. (6) Given the reactants [I-].[I:2][CH2:3][P+](C1C=CC=CC=1)(C1C=CC=CC=1)C1C=CC=CC=1.CN1CCCN(C)C1=O.[CH:32]([CH2:34][CH2:35][CH2:36][CH2:37][CH2:38][CH2:39][CH2:40][C:41]([O:43][CH3:44])=[O:42])=O, predict the reaction product. The product is: [I:2]/[CH:3]=[CH:32]\[CH2:34][CH2:35][CH2:36][CH2:37][CH2:38][CH2:39][CH2:40][C:41]([O:43][CH3:44])=[O:42]. (7) Given the reactants [Cl:1][C:2]1[CH:3]=[C:4]([C:9]2[NH:13][C:12]([C:14]([N:16]3[CH2:21][CH2:20][CH2:19][CH2:18][CH2:17]3)=[O:15])=[N:11][C:10]=2[C:22]2[CH:27]=[CH:26][N:25]=[CH:24][CH:23]=2)[CH:5]=[CH:6][C:7]=1[Cl:8].N1CCCCC1.C(N(CC)CC)C, predict the reaction product. The product is: [NH3:11].[Cl:1][C:2]1[CH:3]=[C:4]([C:9]2[NH:13][C:12]([C:14]([N:16]3[CH2:21][CH2:20][CH2:19][CH2:18][CH2:17]3)=[O:15])=[N:11][C:10]=2[C:22]2[CH:23]=[CH:24][N:25]=[CH:26][CH:27]=2)[CH:5]=[CH:6][C:7]=1[Cl:8].